This data is from NCI-60 drug combinations with 297,098 pairs across 59 cell lines. The task is: Regression. Given two drug SMILES strings and cell line genomic features, predict the synergy score measuring deviation from expected non-interaction effect. Drug 1: C1CC(C1)(C(=O)O)C(=O)O.[NH2-].[NH2-].[Pt+2]. Drug 2: CN1C(=O)N2C=NC(=C2N=N1)C(=O)N. Cell line: MALME-3M. Synergy scores: CSS=11.7, Synergy_ZIP=0.158, Synergy_Bliss=1.88, Synergy_Loewe=-8.70, Synergy_HSA=-0.590.